This data is from Forward reaction prediction with 1.9M reactions from USPTO patents (1976-2016). The task is: Predict the product of the given reaction. (1) Given the reactants [CH3:1][O:2][C:3]1[CH:4]=[C:5]([CH:19]=[CH:20][C:21]=1[O:22][CH3:23])[CH2:6][CH:7]1[C:14]2[CH:13]=[C:12]([C:15]([O:17]C)=[O:16])[NH:11][C:10]=2[CH2:9][CH2:8]1.[OH-].[Li+].CO, predict the reaction product. The product is: [CH3:1][O:2][C:3]1[CH:4]=[C:5]([CH:19]=[CH:20][C:21]=1[O:22][CH3:23])[CH2:6][CH:7]1[C:14]2[CH:13]=[C:12]([C:15]([OH:17])=[O:16])[NH:11][C:10]=2[CH2:9][CH2:8]1. (2) Given the reactants Br[CH2:2][C:3]([C:5]1[CH:10]=[CH:9][C:8]([OH:11])=[CH:7][CH:6]=1)=O.[F:12][C:13]([F:25])([F:24])[O:14][C:15]1[CH:23]=[CH:22][C:18]([C:19]([NH2:21])=[O:20])=[CH:17][CH:16]=1.O, predict the reaction product. The product is: [F:12][C:13]([F:24])([F:25])[O:14][C:15]1[CH:23]=[CH:22][C:18]([C:19]2[O:20][CH:2]=[C:3]([C:5]3[CH:10]=[CH:9][C:8]([OH:11])=[CH:7][CH:6]=3)[N:21]=2)=[CH:17][CH:16]=1. (3) Given the reactants [OH:1][CH2:2][CH2:3][O:4][CH2:5][CH2:6][NH:7][C:8](=[O:14])[O:9][C:10]([CH3:13])([CH3:12])[CH3:11].C(N(CC)CC)C.[CH3:22][S:23](Cl)(=[O:25])=[O:24].C(=O)(O)[O-].[Na+], predict the reaction product. The product is: [CH3:22][S:23]([O:1][CH2:2][CH2:3][O:4][CH2:5][CH2:6][NH:7][C:8]([O:9][C:10]([CH3:11])([CH3:13])[CH3:12])=[O:14])(=[O:25])=[O:24]. (4) Given the reactants [CH2:1]([O:3][C:4](=[O:39])[N:5]([C:16]1[CH:21]=[CH:20][C:19]([C:22]([C:33]2[CH:38]=[CH:37][CH:36]=[CH:35][CH:34]=2)=[C:23]([CH2:26][C:27]2[CH:32]=[CH:31][CH:30]=[CH:29][CH:28]=2)[CH2:24][CH3:25])=[CH:18][CH:17]=1)[CH2:6][CH2:7][CH2:8][O:9]C1CCCCO1)[CH3:2].C1(C)C=CC(S(O)(=O)=O)=CC=1, predict the reaction product. The product is: [CH2:1]([O:3][C:4](=[O:39])[N:5]([C:16]1[CH:21]=[CH:20][C:19]([C:22]([C:33]2[CH:34]=[CH:35][CH:36]=[CH:37][CH:38]=2)=[C:23]([CH2:26][C:27]2[CH:32]=[CH:31][CH:30]=[CH:29][CH:28]=2)[CH2:24][CH3:25])=[CH:18][CH:17]=1)[CH2:6][CH2:7][CH2:8][OH:9])[CH3:2].